The task is: Predict the reactants needed to synthesize the given product.. This data is from Full USPTO retrosynthesis dataset with 1.9M reactions from patents (1976-2016). (1) Given the product [Br:42][CH2:43][CH2:44][O:1][C:2]1[CH:3]=[C:4]([C:20]([NH:22][CH2:23][C:24]2[CH:25]=[CH:26][C:27]([S:30]([CH:33]([CH3:35])[CH3:34])(=[O:31])=[O:32])=[CH:28][CH:29]=2)=[O:21])[C:5](=[O:19])[N:6]([C:9]2[CH:14]=[CH:13][CH:12]=[C:11]([C:15]([F:16])([F:18])[F:17])[CH:10]=2)[C:7]=1[CH3:8], predict the reactants needed to synthesize it. The reactants are: [OH:1][C:2]1[CH:3]=[C:4]([C:20]([NH:22][CH2:23][C:24]2[CH:29]=[CH:28][C:27]([S:30]([CH:33]([CH3:35])[CH3:34])(=[O:32])=[O:31])=[CH:26][CH:25]=2)=[O:21])[C:5](=[O:19])[N:6]([C:9]2[CH:14]=[CH:13][CH:12]=[C:11]([C:15]([F:18])([F:17])[F:16])[CH:10]=2)[C:7]=1[CH3:8].C(=O)([O-])[O-].[Cs+].[Cs+].[Br:42][C:43](Br)(C)[CH3:44]. (2) Given the product [CH2:8]([C:5]1[N:6]=[N:7][C:2]([Cl:1])=[CH:3][CH:4]=1)[CH2:9][C:10]#[CH:12], predict the reactants needed to synthesize it. The reactants are: [Cl:1][C:2]1[N:7]=[N:6][C:5]([CH2:8][CH2:9][CH:10]=O)=[CH:4][CH:3]=1.[C:12](=O)([O-])[O-].[K+].[K+].[N+](=C(P(=O)(OC)OC)C(=O)C)=[N-].C(OCC)(=O)C.